From a dataset of Forward reaction prediction with 1.9M reactions from USPTO patents (1976-2016). Predict the product of the given reaction. (1) The product is: [F:1][C:2]1[CH:17]=[CH:16][C:5]([C:6]([NH:8][CH:9]([CH:14]([OH:42])[CH2:15][OH:36])[C:10]([O:12][CH3:13])=[O:11])=[O:7])=[C:4]([C:18]([F:19])([F:20])[F:21])[CH:3]=1. Given the reactants [F:1][C:2]1[CH:17]=[CH:16][C:5]([C:6]([NH:8][CH:9]([CH:14]=[CH2:15])[C:10]([O:12][CH3:13])=[O:11])=[O:7])=[C:4]([C:18]([F:21])([F:20])[F:19])[CH:3]=1.C[N+]1([O-])CCOCC1.S([O-])([O-])=O.[Na+].[Na+].[OH2:36].C(O)(C)(C)C.[OH2:42], predict the reaction product. (2) Given the reactants [C:1]([C:3]1[CH:8]=[CH:7][C:6]([O:9][CH2:10][CH2:11][CH2:12][CH2:13][CH2:14][CH3:15])=[CH:5][CH:4]=1)#[CH:2].[CH2:16]([O:22][C:23]1[CH:28]=[CH:27][C:26](I)=[CH:25][CH:24]=1)[CH2:17][CH2:18][CH2:19][CH2:20][CH3:21], predict the reaction product. The product is: [CH2:10]([O:9][C:6]1[CH:7]=[CH:8][C:3]([C:1]#[C:2][C:26]2[CH:27]=[CH:28][C:23]([O:22][CH2:16][CH2:17][CH2:18][CH2:19][CH2:20][CH3:21])=[CH:24][CH:25]=2)=[CH:4][CH:5]=1)[CH2:11][CH2:12][CH2:13][CH2:14][CH3:15]. (3) Given the reactants [OH:1][C:2]1[CH:3]=[C:4]2[C:9](=[CH:10][CH:11]=1)[CH:8]=[C:7](C(O)=O)[CH:6]=[CH:5]2.C[C@H]1[C@]2(O)[C@H]3[C@](O)(CC(COC(C)=O)=C[C@H]2[C@@H]2C(C)(C)[C@]2(O[C:43](CC2C=CC=CC=2)=[O:44])C1)C(=O)C(C)=C3.[CH2:52]([OH:59])[C:53]1[CH:58]=[CH:57][CH:56]=[CH:55][CH:54]=1.CC[N:62](CC)CC, predict the reaction product. The product is: [OH:1][C:2]1[CH:3]=[C:4]2[C:9](=[CH:10][CH:11]=1)[CH:8]=[C:7]([NH:62][C:43]([O:59][CH2:52][C:53]1[CH:58]=[CH:57][CH:56]=[CH:55][CH:54]=1)=[O:44])[CH:6]=[CH:5]2. (4) Given the reactants [NH2:1][CH2:2][C:3]1[N:8]([C:9]2[CH:14]=[CH:13][CH:12]=[CH:11][CH:10]=2)[C:7](=[O:15])[C:6]2=[C:16]([CH3:19])[CH:17]=[CH:18][N:5]2[N:4]=1.[Br:20][C:21]1[C:22]([NH2:28])=[N:23][CH:24]=[N:25][C:26]=1Cl.[F-].[Cs+].C(N(CC)C(C)C)(C)C, predict the reaction product. The product is: [NH2:28][C:22]1[N:23]=[CH:24][N:25]=[C:26]([NH:1][CH2:2][C:3]2[N:8]([C:9]3[CH:14]=[CH:13][CH:12]=[CH:11][CH:10]=3)[C:7](=[O:15])[C:6]3=[C:16]([CH3:19])[CH:17]=[CH:18][N:5]3[N:4]=2)[C:21]=1[Br:20].